From a dataset of Forward reaction prediction with 1.9M reactions from USPTO patents (1976-2016). Predict the product of the given reaction. (1) Given the reactants [Br:1][C:2]1[CH:7]=[CH:6][C:5]([C:8]2[CH:16]=[CH:15][CH:14]=[CH:13][C:9]=2C(O)=O)=[CH:4][CH:3]=1.C([N:19]([CH2:22]C)CC)C.C1(P(N=[N+]=[N-])(C2C=CC=CC=2)=[O:31])C=CC=CC=1.[C:41]([OH:45])([CH3:44])([CH3:43])[CH3:42], predict the reaction product. The product is: [Br:1][C:2]1[CH:3]=[CH:4][C:5]([C:8]2[CH:9]=[CH:13][C:14]([NH:19][C:22]([O:45][C:41]([CH3:44])([CH3:43])[CH3:42])=[O:31])=[CH:15][CH:16]=2)=[CH:6][CH:7]=1. (2) Given the reactants [CH3:1][CH2:2][CH2:3][CH2:4][CH2:5][CH2:6][CH:7]([CH2:9]/[CH:10]=[CH:11]/[CH2:12][CH2:13][CH2:14][CH2:15][CH2:16][CH2:17][CH2:18][C:19]([O:21]CC(C[O:21][C:19]([CH2:18][CH2:17][CH2:16][CH2:15][CH2:14][CH2:13][CH2:12]/[CH:11]=[CH:10]/[CH2:9][CH:7]([CH2:6][CH2:5][CH2:4][CH2:3][CH2:2][CH3:1])[OH:8])=[O:20])[O:21][C:19]([CH2:18][CH2:17][CH2:16][CH2:15][CH2:14][CH2:13][CH2:12]/[CH:11]=[CH:10]/[CH2:9][CH:7]([CH2:6][CH2:5][CH2:4][CH2:3][CH2:2][CH3:1])[OH:8])=[O:20])=[O:20])[OH:8].CCCCCCC(C/C=C\CCCCCCCC(OCCOC(CCCCCCC/C=C\CC(CCCCCC)O)=O)=O)O.CCCCCCC(O)C/C=C\CCCCCCCC(OCC(O)CO)=O, predict the reaction product. The product is: [C:19]([OH:21])(=[O:20])[CH2:18][CH2:17][CH2:16][CH2:15][CH2:14][CH2:13][CH2:12]/[CH:11]=[CH:10]\[CH2:9][C@@H:7]([CH2:6][CH2:5][CH2:4][CH2:3][CH2:2][CH3:1])[OH:8]. (3) Given the reactants [Cl:1][C:2]1[C:6]([Cl:7])=[C:5]([CH3:8])[NH:4][C:3]=1[C:9]([NH:11][C@@H:12]1[CH2:17][CH2:16][N:15]([C:18]2[S:19][C:20]([C:27]([O:29]CC)=[O:28])=[C:21]([C:23]([NH:25][CH3:26])=[O:24])[N:22]=2)[CH2:14][C@@H:13]1[O:32][CH3:33])=[O:10].[OH-].[Ba+2].[OH-].O.Cl, predict the reaction product. The product is: [Cl:1][C:2]1[C:6]([Cl:7])=[C:5]([CH3:8])[NH:4][C:3]=1[C:9]([NH:11][C@@H:12]1[CH2:17][CH2:16][N:15]([C:18]2[S:19][C:20]([C:27]([OH:29])=[O:28])=[C:21]([C:23]([NH:25][CH3:26])=[O:24])[N:22]=2)[CH2:14][C@@H:13]1[O:32][CH3:33])=[O:10]. (4) Given the reactants [F:1][C:2]1[CH:7]=[C:6]([I:8])[CH:5]=[CH:4][C:3]=1[NH:9][C:10]1[CH:18]=[N:17][CH:16]=[CH:15][C:11]=1[C:12]([OH:14])=O.[CH3:19][C:20]1[CH:21]=[C:22]([NH:26][NH2:27])[CH:23]=[CH:24][CH:25]=1, predict the reaction product. The product is: [F:1][C:2]1[CH:7]=[C:6]([I:8])[CH:5]=[CH:4][C:3]=1[NH:9][C:10]1[CH:18]=[N:17][CH:16]=[CH:15][C:11]=1[C:12]([NH:27][NH:26][C:22]1[CH:23]=[CH:24][CH:25]=[C:20]([CH3:19])[CH:21]=1)=[O:14]. (5) Given the reactants [C:1]([O:5][C:6]([N:8]1[CH2:13][C@@H:12]2[CH2:14][C@H:9]1[C:10](=[O:15])[O:11]2)=[O:7])([CH3:4])([CH3:3])[CH3:2].Cl.[NH2:17][C:18]1([C:21]#[N:22])[CH2:20][CH2:19]1.C(C(CCCC)C([O-])=O)C.[Na+].Cl.[Cl-].[Na+], predict the reaction product. The product is: [C:21]([C:18]1([NH:17][C:10]([C@@H:9]2[CH2:14][C@H:12]([OH:11])[CH2:13][N:8]2[C:6]([O:5][C:1]([CH3:4])([CH3:3])[CH3:2])=[O:7])=[O:15])[CH2:20][CH2:19]1)#[N:22]. (6) Given the reactants F[C:2]1[CH:3]=[CH:4][C:5]([N:11]2[N:15]=[CH:14][CH:13]=[N:12]2)=[C:6]([CH:10]=1)[C:7]([OH:9])=[O:8].I[C:17]1C=CC(C)=CC=1C(O)=O.FC1C=CC(I)=C(C=1)C(O)=O, predict the reaction product. The product is: [CH3:17][C:2]1[CH:3]=[CH:4][C:5]([N:11]2[N:15]=[CH:14][CH:13]=[N:12]2)=[C:6]([CH:10]=1)[C:7]([OH:9])=[O:8].